From a dataset of Forward reaction prediction with 1.9M reactions from USPTO patents (1976-2016). Predict the product of the given reaction. (1) Given the reactants [NH2:1][C:2]1[N:10]=[C:9]([O:11][CH2:12][CH2:13][CH2:14][CH3:15])[N:8]=[C:7]2[C:3]=1[NH:4][C:5](=[O:20])[N:6]2[CH2:16][CH2:17][CH2:18]Cl.[C:21]1(=[O:27])[NH:25][C:24](=[O:26])[CH2:23][CH2:22]1.C(=O)([O-])[O-].[K+].[K+], predict the reaction product. The product is: [NH2:1][C:2]1[N:10]=[C:9]([O:11][CH2:12][CH2:13][CH2:14][CH3:15])[N:8]=[C:7]2[C:3]=1[NH:4][C:5](=[O:20])[N:6]2[CH2:16][CH2:17][CH2:18][N:25]1[C:21](=[O:27])[CH2:22][CH2:23][C:24]1=[O:26]. (2) Given the reactants [CH:1]1([C:4]2[N:8]=[C:7]([C:9]3[C:10]4[CH2:28][CH2:27][C:26]([F:30])([F:29])[CH2:25][C:11]=4[S:12][C:13]=3[NH:14][C:15]([C:17]3[CH2:21][CH2:20][CH2:19][C:18]=3[C:22]([OH:24])=[O:23])=[O:16])[O:6][N:5]=2)[CH2:3][CH2:2]1.[C:31]12C(=O)OC(=O)C=1CCCC2, predict the reaction product. The product is: [CH:1]1([C:4]2[N:8]=[C:7]([C:9]3[C:10]4[CH2:28][CH2:27][C:26]([F:29])([F:30])[CH2:25][C:11]=4[S:12][C:13]=3[NH:14][C:15]([C:17]3[CH2:21][CH2:20][CH2:31][CH2:19][C:18]=3[C:22]([OH:24])=[O:23])=[O:16])[O:6][N:5]=2)[CH2:3][CH2:2]1. (3) Given the reactants [CH3:1][C:2]1[CH:15]=[C:14](O)[C:13]2[C:4](=[C:5]3[C:10](=[CH:11][CH:12]=2)[CH:9]=[CH:8][CH:7]=[N:6]3)[N:3]=1.P(Cl)(Cl)([Cl:19])=O.C(Cl)Cl.C([O-])(O)=O.[Na+], predict the reaction product. The product is: [Cl:19][C:14]1[C:13]2[C:4](=[C:5]3[C:10](=[CH:11][CH:12]=2)[CH:9]=[CH:8][CH:7]=[N:6]3)[N:3]=[C:2]([CH3:1])[CH:15]=1. (4) Given the reactants [N:1]1([CH2:8][C:9]2[N:14]=[C:13]([C:15]([NH:17][C:18]3[CH:23]=[CH:22][C:21]([N:24]4[CH2:29][CH2:28][CH2:27][CH2:26][CH2:25]4)=[CH:20][C:19]=3[C:30]3[CH:35]=[C:34]([C:36](=[O:49])[NH:37][CH2:38][C:39]4[CH:44]=[CH:43][CH:42]=[C:41]([C:45]([F:48])([F:47])[F:46])[CH:40]=4)[CH:33]=[CH:32][N:31]=3)=[O:16])[CH:12]=[CH:11][CH:10]=2)[CH2:7][CH2:6][CH2:5][NH:4][CH2:3][CH2:2]1.C(N(CC)CC)C.[C:57](Cl)(=[O:59])[CH3:58], predict the reaction product. The product is: [C:57]([N:4]1[CH2:5][CH2:6][CH2:7][N:1]([CH2:8][C:9]2[N:14]=[C:13]([C:15]([NH:17][C:18]3[CH:23]=[CH:22][C:21]([N:24]4[CH2:25][CH2:26][CH2:27][CH2:28][CH2:29]4)=[CH:20][C:19]=3[C:30]3[CH:35]=[C:34]([C:36](=[O:49])[NH:37][CH2:38][C:39]4[CH:44]=[CH:43][CH:42]=[C:41]([C:45]([F:47])([F:46])[F:48])[CH:40]=4)[CH:33]=[CH:32][N:31]=3)=[O:16])[CH:12]=[CH:11][CH:10]=2)[CH2:2][CH2:3]1)(=[O:59])[CH3:58]. (5) The product is: [C:1]([C:5]1[N:10]=[C:9]([CH3:11])[N:8]=[C:7]([N:12]2[CH2:13][CH2:14][N:15]([CH2:18][CH2:19][CH2:20][CH2:21][NH:22][C:28]([N:30]3[CH2:31][CH2:32][C:40]4[NH:41][C:42]5[CH:43]=[CH:44][C:36]([CH3:35])=[CH:37][C:38]=5[C:39]=4[CH2:34]3)=[O:29])[CH2:16][CH2:17]2)[CH:6]=1)([CH3:4])([CH3:2])[CH3:3]. Given the reactants [C:1]([C:5]1[N:10]=[C:9]([CH3:11])[N:8]=[C:7]([N:12]2[CH2:17][CH2:16][N:15]([CH2:18][CH2:19][CH2:20][CH2:21][NH2:22])[CH2:14][CH2:13]2)[CH:6]=1)([CH3:4])([CH3:3])[CH3:2].C1N=CN([C:28]([N:30]2[CH:34]=N[CH:32]=[CH:31]2)=[O:29])C=1.[CH3:35][C:36]1[CH:44]=[CH:43][C:42]2[NH:41][C:40]3CCNC[C:39]=3[C:38]=2[CH:37]=1, predict the reaction product. (6) Given the reactants [CH:1]12[CH2:7][CH:4]([NH:5][CH2:6]1)[CH2:3][N:2]2[C:8]1[N:13]2[CH:14]=[CH:15][N:16]=[C:12]2[CH:11]=[C:10]([C:17]2[CH:22]=[CH:21][N:20]=[C:19]([NH:23][CH:24]([C:26]3[CH:31]=[CH:30][CH:29]=[CH:28][CH:27]=3)[CH3:25])[CH:18]=2)[N:9]=1.C(=O)([O-])[O-].[K+].[K+].Br[CH2:39][CH2:40][O:41][C:42]1[CH:47]=[CH:46][CH:45]=[CH:44][CH:43]=1, predict the reaction product. The product is: [O:41]([CH2:40][CH2:39][N:5]1[CH2:6][C@@H:1]2[CH2:7][C@H:4]1[CH2:3][N:2]2[C:8]1[N:13]2[CH:14]=[CH:15][N:16]=[C:12]2[CH:11]=[C:10]([C:17]2[CH:22]=[CH:21][N:20]=[C:19]([NH:23][C@H:24]([C:26]3[CH:27]=[CH:28][CH:29]=[CH:30][CH:31]=3)[CH3:25])[CH:18]=2)[N:9]=1)[C:42]1[CH:47]=[CH:46][CH:45]=[CH:44][CH:43]=1. (7) The product is: [CH3:9][O:10][C:11]1[CH:12]=[CH:13][C:14]([C@@H:17]2[N:21]3[C:22](=[O:26])[C@:23]4([CH3:2])[CH2:25][C@@H:24]4[C@H:20]3[CH2:19][O:18]2)=[CH:15][CH:16]=1. Given the reactants [Li+].[CH3:2]C([N-]C(C)C)C.[CH3:9][O:10][C:11]1[CH:16]=[CH:15][C:14]([C@@H:17]2[N:21]3[C:22](=[O:26])[C@@H:23]4[CH2:25][C@@H:24]4[C@H:20]3[CH2:19][O:18]2)=[CH:13][CH:12]=1.IC.C([O-])(O)=O.[Na+], predict the reaction product.